From a dataset of Reaction yield outcomes from USPTO patents with 853,638 reactions. Predict the reaction yield, written as a fraction of the theoretical maximum amount of product (1.0 means a 100% yield; for example, 0.34 means a 34% yield). (1) The reactants are [OH-].[K+].C([O:5][C:6]([C:8]1[C:12]([CH3:13])=[C:11]([CH:14]=[O:15])[NH:10][CH:9]=1)=[O:7])C. The catalyst is O.CCO. The product is [CH:14]([C:11]1[NH:10][CH:9]=[C:8]([C:6]([OH:7])=[O:5])[C:12]=1[CH3:13])=[O:15]. The yield is 0.870. (2) The reactants are [CH3:1][O:2][C:3](=[O:17])[C:4]1[CH:9]=[C:8]([I:10])[CH:7]=[CH:6][C:5]=1[O:11][C:12]([CH3:16])([CH3:15])[C:13]#[CH:14]. The catalyst is C(N(C1C=CC=CC=1)CC)C. The product is [CH3:1][O:2][C:3]([C:4]1[CH:9]=[C:8]([I:10])[CH:7]=[C:6]2[C:5]=1[O:11][C:12]([CH3:15])([CH3:16])[CH:13]=[CH:14]2)=[O:17]. The yield is 0.860.